The task is: Predict which catalyst facilitates the given reaction.. This data is from Catalyst prediction with 721,799 reactions and 888 catalyst types from USPTO. Reactant: [F:1][C:2]([F:20])([F:19])[C:3]1[CH:8]=[CH:7][C:6]([C@@H:9]2[C:18]3[C:13](=[CH:14][CH:15]=[CH:16][CH:17]=3)[CH2:12][CH2:11][NH:10]2)=[CH:5][CH:4]=1.[F:21][C:22]1([F:41])[CH2:27][CH2:26][CH:25]([NH:28][C:29](=O)[O:30]C2C=CC([N+]([O-])=O)=CC=2)[CH2:24][CH2:23]1.CO. Product: [F:21][C:22]1([F:41])[CH2:23][CH2:24][CH:25]([NH:28][C:29]([N:10]2[CH2:11][CH2:12][C:13]3[C:18](=[CH:17][CH:16]=[CH:15][CH:14]=3)[C@H:9]2[C:6]2[CH:5]=[CH:4][C:3]([C:2]([F:1])([F:19])[F:20])=[CH:8][CH:7]=2)=[O:30])[CH2:26][CH2:27]1. The catalyst class is: 23.